Task: Regression. Given two drug SMILES strings and cell line genomic features, predict the synergy score measuring deviation from expected non-interaction effect.. Dataset: NCI-60 drug combinations with 297,098 pairs across 59 cell lines (1) Drug 1: COC1=CC(=CC(=C1O)OC)C2C3C(COC3=O)C(C4=CC5=C(C=C24)OCO5)OC6C(C(C7C(O6)COC(O7)C8=CC=CS8)O)O. Drug 2: CCN(CC)CCCC(C)NC1=C2C=C(C=CC2=NC3=C1C=CC(=C3)Cl)OC. Cell line: MDA-MB-435. Synergy scores: CSS=16.7, Synergy_ZIP=-6.85, Synergy_Bliss=-1.53, Synergy_Loewe=-1.96, Synergy_HSA=-1.96. (2) Drug 1: C1=CC(=CC=C1C#N)C(C2=CC=C(C=C2)C#N)N3C=NC=N3. Drug 2: CC(C)CN1C=NC2=C1C3=CC=CC=C3N=C2N. Cell line: ACHN. Synergy scores: CSS=-4.60, Synergy_ZIP=0.958, Synergy_Bliss=-2.92, Synergy_Loewe=-4.48, Synergy_HSA=-5.03. (3) Drug 1: C1CC(=O)NC(=O)C1N2CC3=C(C2=O)C=CC=C3N. Drug 2: CC1=CC=C(C=C1)C2=CC(=NN2C3=CC=C(C=C3)S(=O)(=O)N)C(F)(F)F. Cell line: SK-MEL-5. Synergy scores: CSS=0.728, Synergy_ZIP=0.596, Synergy_Bliss=-0.830, Synergy_Loewe=-3.42, Synergy_HSA=-2.93.